The task is: Predict the reactants needed to synthesize the given product.. This data is from Full USPTO retrosynthesis dataset with 1.9M reactions from patents (1976-2016). (1) Given the product [Br:9][C:10]1[CH:11]=[C:12]([CH3:48])[C:13]([S:17][C:18]2[C:23]3[NH:29][CH:28]=[CH:27][C:22]=3[N:21]=[C:20]([N:32]([C:40]3[CH:45]=[CH:44][C:43]([C:46]#[N:47])=[CH:42][CH:41]=3)[C:33](=[O:39])[O:34][C:35]([CH3:38])([CH3:37])[CH3:36])[N:19]=2)=[C:14]([CH3:16])[CH:15]=1, predict the reactants needed to synthesize it. The reactants are: [O-]S(S([O-])=O)=O.[Na+].[Na+].[Br:9][C:10]1[CH:15]=[C:14]([CH3:16])[C:13]([S:17][C:18]2[C:23]([N+]([O-])=O)=[C:22](/[CH:27]=[CH:28]/[N:29](C)C)[N:21]=[C:20]([N:32]([C:40]3[CH:45]=[CH:44][C:43]([C:46]#[N:47])=[CH:42][CH:41]=3)[C:33](=[O:39])[O:34][C:35]([CH3:38])([CH3:37])[CH3:36])[N:19]=2)=[C:12]([CH3:48])[CH:11]=1. (2) The reactants are: [F:1][C:2]([F:12])([F:11])[C:3]1[C:8]([C:9]#[N:10])=[CH:7][N:6]=[CH:5][CH:4]=1.N. Given the product [NH2:10][CH2:9][C:8]1[CH:7]=[N:6][CH:5]=[CH:4][C:3]=1[C:2]([F:12])([F:1])[F:11], predict the reactants needed to synthesize it. (3) Given the product [N+:28]([C:26]1[CH:25]=[N:24][N:23]([CH2:22][CH2:21][N:12]2[CH2:17][CH2:16][CH2:15][CH:14]([OH:18])[CH2:13]2)[CH:27]=1)([O-:30])=[O:29], predict the reactants needed to synthesize it. The reactants are: [N+](C1C=NN(CCC[N:12]2[CH2:17][CH2:16][CH2:15][CH:14]([OH:18])[CH2:13]2)C=1)([O-])=O.BrC[CH2:21][CH2:22][N:23]1[CH:27]=[C:26]([N+:28]([O-:30])=[O:29])[CH:25]=[N:24]1. (4) Given the product [OH:7][CH2:6][C:5]1[CH:4]=[C:3]([CH:10]=[CH:9][CH:8]=1)[C:1]#[N:2], predict the reactants needed to synthesize it. The reactants are: [C:1]([C:3]1[CH:4]=[C:5]([CH:8]=[CH:9][CH:10]=1)[CH:6]=[O:7])#[N:2].CO.C1COCC1.[BH4-].[Na+].